Dataset: Full USPTO retrosynthesis dataset with 1.9M reactions from patents (1976-2016). Task: Predict the reactants needed to synthesize the given product. (1) Given the product [Cl:26][C:20]1[CH:21]=[CH:22][CH:23]=[C:24]([F:25])[C:19]=1[C:18]([NH:17][C:15]1[CH:14]=[CH:13][C:11]2[O:12][C@@H:7]([CH2:6][N:39]3[CH2:43][CH2:42][CH2:41][CH2:40]3)[CH2:8][N:9]([S:28]([C:31]3[CH:36]=[CH:35][CH:34]=[C:33]([C:37]#[N:38])[CH:32]=3)(=[O:29])=[O:30])[C:10]=2[CH:16]=1)=[O:27], predict the reactants needed to synthesize it. The reactants are: CS(O[CH2:6][C@@H:7]1[O:12][C:11]2[CH:13]=[CH:14][C:15]([NH:17][C:18](=[O:27])[C:19]3[C:24]([F:25])=[CH:23][CH:22]=[CH:21][C:20]=3[Cl:26])=[CH:16][C:10]=2[N:9]([S:28]([C:31]2[CH:36]=[CH:35][CH:34]=[C:33]([C:37]#[N:38])[CH:32]=2)(=[O:30])=[O:29])[CH2:8]1)(=O)=O.[NH:39]1[CH2:43][CH2:42][CH2:41][CH2:40]1. (2) Given the product [CH3:23][C:21]1[N:22]=[C:18]([NH:17][C:14]2[N:15]=[CH:16][C:11]([S:10][C:6]3[CH:5]=[C:4]([OH:3])[CH:9]=[CH:8][CH:7]=3)=[CH:12][C:13]=2[O:24][C:25]2[CH:30]=[CH:29][CH:28]=[CH:27][CH:26]=2)[S:19][CH:20]=1, predict the reactants needed to synthesize it. The reactants are: Cl.C[O:3][C:4]1[CH:5]=[C:6]([S:10][C:11]2[CH:12]=[C:13]([O:24][C:25]3[CH:30]=[CH:29][CH:28]=[CH:27][CH:26]=3)[C:14]([NH:17][C:18]3[S:19][CH:20]=[C:21]([CH3:23])[N:22]=3)=[N:15][CH:16]=2)[CH:7]=[CH:8][CH:9]=1.BrB(Br)Br.C(=O)(O)[O-].[Na+].